From a dataset of Forward reaction prediction with 1.9M reactions from USPTO patents (1976-2016). Predict the product of the given reaction. (1) Given the reactants [CH2:1]([O:3][C:4](=[O:37])[CH2:5][CH2:6][CH2:7][O:8][C:9]1[CH:14]=[CH:13][CH:12]=[C:11]([CH2:15][CH2:16][CH2:17][CH2:18][CH2:19][CH2:20][O:21][C:22]2[CH:27]=[C:26](Br)[CH:25]=[C:24](Br)[CH:23]=2)[C:10]=1[CH2:30][CH2:31][C:32]([O:34][CH2:35][CH3:36])=[O:33])[CH3:2].[N:38]1[CH:43]=[CH:42][CH:41]=[C:40](B(O)O)[CH:39]=1, predict the reaction product. The product is: [CH2:1]([O:3][C:4](=[O:37])[CH2:5][CH2:6][CH2:7][O:8][C:9]1[CH:14]=[CH:13][CH:12]=[C:11]([CH2:15][CH2:16][CH2:17][CH2:18][CH2:19][CH2:20][O:21][C:22]2[CH:27]=[C:26]([C:40]3[CH:39]=[N:38][CH:43]=[CH:42][CH:41]=3)[CH:25]=[C:24]([C:40]3[CH:39]=[N:38][CH:43]=[CH:42][CH:41]=3)[CH:23]=2)[C:10]=1[CH2:30][CH2:31][C:32]([O:34][CH2:35][CH3:36])=[O:33])[CH3:2]. (2) Given the reactants [CH3:1][O:2][C:3](=[O:53])[C@@H:4]([NH:20][C:21]([C@@H:23]1[CH2:32][C:31]2[CH:30]=[C:29]3[O:33][CH2:34][C@H:35]([C:37]4[CH:42]=[CH:41][C:40]([O:43][CH2:44][C:45]5[CH:50]=[CH:49][C:48]([Cl:51])=[C:47]([Cl:52])[CH:46]=5)=[CH:39][CH:38]=4)[O:36][C:28]3=[CH:27][C:26]=2[CH2:25][NH:24]1)=[O:22])[CH2:5][C:6]1[CH:11]=[CH:10][C:9]([C:12]2[CH:17]=[CH:16][C:15]([C:18]#[N:19])=[CH:14][CH:13]=2)=[CH:8][CH:7]=1.[C:54]([NH:57][C:58]1[S:59][C:60]([S:64](Cl)(=[O:66])=[O:65])=[C:61]([CH3:63])[N:62]=1)(=[O:56])[CH3:55], predict the reaction product. The product is: [CH3:1][O:2][C:3](=[O:53])[C@@H:4]([NH:20][C:21]([C@@H:23]1[CH2:32][C:31]2[CH:30]=[C:29]3[O:33][CH2:34][C@H:35]([C:37]4[CH:42]=[CH:41][C:40]([O:43][CH2:44][C:45]5[CH:50]=[CH:49][C:48]([Cl:51])=[C:47]([Cl:52])[CH:46]=5)=[CH:39][CH:38]=4)[O:36][C:28]3=[CH:27][C:26]=2[CH2:25][N:24]1[S:64]([C:60]1[S:59][C:58]([NH:57][C:54](=[O:56])[CH3:55])=[N:62][C:61]=1[CH3:63])(=[O:65])=[O:66])=[O:22])[CH2:5][C:6]1[CH:11]=[CH:10][C:9]([C:12]2[CH:13]=[CH:14][C:15]([C:18]#[N:19])=[CH:16][CH:17]=2)=[CH:8][CH:7]=1. (3) Given the reactants [NH2:1][C:2]1[CH:7]=[CH:6][C:5]([CH:8]([CH3:12])[C:9]([OH:11])=[O:10])=[CH:4][CH:3]=1.S(=O)(=O)(O)O.O[CH2:19][CH:20]([CH2:22]O)O, predict the reaction product. The product is: [N:1]1[C:2]2[C:3](=[CH:4][C:5]([CH:8]([CH3:12])[C:9]([OH:11])=[O:10])=[CH:6][CH:7]=2)[CH:22]=[CH:20][CH:19]=1. (4) Given the reactants [Cl:1][C:2]1[N:7]=[C:6]([C:8]2([C:12]3[C:21]4[C:16](=[CH:17][CH:18]=[C:19]([O:22][CH2:23][CH2:24][NH2:25])[CH:20]=4)[CH2:15][CH2:14][N:13]=3)[CH2:11][CH2:10][CH2:9]2)[CH:5]=[CH:4][CH:3]=1.[CH2:26]([S:29](Cl)(=[O:31])=[O:30])[CH2:27][CH3:28], predict the reaction product. The product is: [Cl:1][C:2]1[N:7]=[C:6]([C:8]2([C:12]3[C:21]4[C:16](=[CH:17][CH:18]=[C:19]([O:22][CH2:23][CH2:24][NH:25][S:29]([CH2:26][CH2:27][CH3:28])(=[O:31])=[O:30])[CH:20]=4)[CH2:15][CH2:14][N:13]=3)[CH2:11][CH2:10][CH2:9]2)[CH:5]=[CH:4][CH:3]=1. (5) Given the reactants C[O:2][C:3]([C:5]1[C:6]2[CH:7]=[N:8][N:9]([C:16]3[CH:21]=[CH:20][C:19]([F:22])=[CH:18][CH:17]=3)[C:10]=2[CH:11]=[C:12]([C:14]#[N:15])[CH:13]=1)=[O:4].[OH-].[Na+].Cl, predict the reaction product. The product is: [C:14]([C:12]1[CH:13]=[C:5]([C:3]([OH:4])=[O:2])[C:6]2[CH:7]=[N:8][N:9]([C:16]3[CH:17]=[CH:18][C:19]([F:22])=[CH:20][CH:21]=3)[C:10]=2[CH:11]=1)#[N:15]. (6) Given the reactants C1(P(C2C=CC=CC=2)C2C=CC=CC=2)C=CC=CC=1.[N+:20]([C:23]1[CH:31]=[CH:30][C:26]([C:27]([OH:29])=[O:28])=[CH:25][CH:24]=1)([O-:22])=[O:21].C(OC(N=NC(OC(C)C)=O)=O)(C)C.[CH3:46][O:47][C:48]1[CH:65]=[CH:64][C:63]2[C@@H:62]3[C@H:53]([C@H:54]4[C@@:58]([CH2:60][CH2:61]3)([CH3:59])[C@@H:57](O)[CH:56]=[CH:55]4)[CH2:52][CH2:51][C:50]=2[CH:49]=1.[Cl-].[Na+], predict the reaction product. The product is: [CH3:46][O:47][C:48]1[CH:65]=[CH:64][C:63]2[C@@H:62]3[C@H:53]([C@H:54]4[C@@:58]([CH2:60][CH2:61]3)([CH3:59])[CH:57]([O:28][C:27](=[O:29])[C:26]3[CH:25]=[CH:24][C:23]([N+:20]([O-:22])=[O:21])=[CH:31][CH:30]=3)[CH:56]=[CH:55]4)[CH2:52][CH2:51][C:50]=2[CH:49]=1.